The task is: Predict which catalyst facilitates the given reaction.. This data is from Catalyst prediction with 721,799 reactions and 888 catalyst types from USPTO. (1) Reactant: [Cl:1][C:2]1[CH:3]=[C:4]([C:9]([C:11]([F:14])([F:13])[F:12])=[CH2:10])[CH:5]=[C:6]([Cl:8])[CH:7]=1.Cl[C:16](=[N:27][OH:28])[C:17]1[CH:22]=[CH:21][C:20]([N+:23]([O-:25])=[O:24])=[C:19]([CH3:26])[CH:18]=1.C(=O)([O-])[OH:30].[K+].O. Product: [CH:17]([O:30][CH:9]([CH3:10])[CH3:11])([CH3:22])[CH3:16].[Cl:1][C:2]1[CH:3]=[C:4]([C:9]2([C:11]([F:14])([F:12])[F:13])[O:28][N:27]=[C:16]([C:17]3[CH:22]=[CH:21][C:20]([N+:23]([O-:25])=[O:24])=[C:19]([CH3:26])[CH:18]=3)[CH2:10]2)[CH:5]=[C:6]([Cl:8])[CH:7]=1. The catalyst class is: 7. (2) Reactant: Br[CH:2]([CH2:10][CH:11]1[CH2:16][CH2:15][CH2:14][CH2:13][CH2:12]1)[C:3](=O)[C:4]([O:6][CH2:7][CH3:8])=[O:5].[NH2:17][C:18]1[CH:23]=[C:22]([C:24]([N:26]([CH2:29][CH3:30])[CH2:27][CH3:28])=[O:25])[CH:21]=[CH:20][N:19]=1. Product: [CH:11]1([CH2:10][C:2]2[N:19]3[CH:20]=[CH:21][C:22]([C:24](=[O:25])[N:26]([CH2:29][CH3:30])[CH2:27][CH3:28])=[CH:23][C:18]3=[N:17][C:3]=2[C:4]([O:6][CH2:7][CH3:8])=[O:5])[CH2:16][CH2:15][CH2:14][CH2:13][CH2:12]1. The catalyst class is: 51. (3) Reactant: [NH2:1][C:2]1[C:3]2[N:4]([C:8]([CH3:12])=[C:9]([CH3:11])[N:10]=2)[CH:5]=[CH:6][CH:7]=1.C(=O)([O-])[O-].[Na+].[Na+].[I-].[Na+].[CH3:21][C:22]1[CH:29]=[CH:28][CH:27]=[C:26]([CH3:30])[C:23]=1[CH2:24]Cl. Product: [CH3:11][C:9]1[N:10]=[C:3]2[C:2]([NH:1][CH2:24][C:23]3[C:26]([CH3:30])=[CH:27][CH:28]=[CH:29][C:22]=3[CH3:21])=[CH:7][CH:6]=[CH:5][N:4]2[C:8]=1[CH3:12]. The catalyst class is: 21. (4) Reactant: [CH:1]1([OH:8])[CH2:6][CH2:5][CH:4]([OH:7])[CH2:3][CH2:2]1.N1C=CC=CC=1.[C:15]1([CH3:25])[CH:20]=[CH:19][C:18]([S:21](Cl)(=[O:23])=[O:22])=[CH:17][CH:16]=1. Product: [OH:7][CH:4]1[CH2:5][CH2:6][CH:1]([O:8][S:21]([C:18]2[CH:19]=[CH:20][C:15]([CH3:25])=[CH:16][CH:17]=2)(=[O:23])=[O:22])[CH2:2][CH2:3]1. The catalyst class is: 22. (5) Reactant: [O:1]=[C:2]1[CH:9]2[CH2:10][C:5]3([C:12]([NH:14][C@H:15]4[CH2:20][CH2:19][CH2:18][N:17]([C:21]([O:23][CH2:24][C:25]5[CH:30]=[CH:29][CH:28]=[CH:27][CH:26]=5)=[O:22])[CH2:16]4)=[O:13])[CH2:6][CH:7]([CH2:11][CH:3]1[CH2:4]3)[CH2:8]2.[CH3:31][Li]. Product: [OH:1][C:2]1([CH3:31])[CH:9]2[CH2:10][C:5]3([C:12]([NH:14][C@H:15]4[CH2:20][CH2:19][CH2:18][N:17]([C:21]([O:23][CH2:24][C:25]5[CH:30]=[CH:29][CH:28]=[CH:27][CH:26]=5)=[O:22])[CH2:16]4)=[O:13])[CH2:6][CH:7]([CH2:11][CH:3]1[CH2:4]3)[CH2:8]2. The catalyst class is: 1. (6) Reactant: [Cl:1][C:2]1[C:3]([OH:12])=[N:4][C:5]2[C:10]([N:11]=1)=[CH:9][CH:8]=[CH:7][CH:6]=2.N1C2C(=CC=CC=2)N=CC=1.[N+]1([O-])C2C(=CC=CC=2)[N+]([O-])=CC=1.C(Cl)(=O)C.O[C@@H:40]1[CH2:44][N:43]([C:45]([O:47][C:48]([CH3:51])([CH3:50])[CH3:49])=[O:46])[C@H:42]([C:52]([O:54][CH3:55])=[O:53])[CH2:41]1.C1C=CC(P(C2C=CC=CC=2)C2C=CC=CC=2)=CC=1.CC(OC(/N=N/C(OC(C)C)=O)=O)C. Product: [Cl:1][C:2]1[C:3]([O:12][C@H:40]2[CH2:44][N:43]([C:45]([O:47][C:48]([CH3:51])([CH3:50])[CH3:49])=[O:46])[C@H:42]([C:52]([O:54][CH3:55])=[O:53])[CH2:41]2)=[N:4][C:5]2[C:10]([N:11]=1)=[CH:9][CH:8]=[CH:7][CH:6]=2. The catalyst class is: 1. (7) Reactant: [CH2:1]([N:4]1[C:12]2[C:11](=[O:13])[NH:10][C:9](=[O:14])[NH:8][C:7]=2[N:6]=[CH:5]1)[CH:2]=[CH2:3].C(=O)([O-])[O-].[Na+].[Na+].I[CH2:22][CH2:23][CH2:24][CH2:25][CH3:26]. Product: [CH2:1]([N:4]1[C:12]2[C:11](=[O:13])[NH:10][C:9](=[O:14])[N:8]([CH2:22][CH2:23][CH2:24][CH2:25][CH3:26])[C:7]=2[N:6]=[CH:5]1)[CH:2]=[CH2:3]. The catalyst class is: 303.